From a dataset of Catalyst prediction with 721,799 reactions and 888 catalyst types from USPTO. Predict which catalyst facilitates the given reaction. (1) Reactant: C([N:8]1[CH2:12][CH2:11][C:10]([C:14]2[CH:19]=[CH:18][C:17]([NH:20][C:21](=[O:29])[C:22]3[CH:27]=[CH:26][C:25](Cl)=[CH:24][CH:23]=3)=[CH:16][CH:15]=2)([CH3:13])[CH2:9]1)C1C=CC=CC=1.C([O-])=O.[NH4+]. Product: [CH3:13][C:10]1([C:14]2[CH:15]=[CH:16][C:17]([NH:20][C:21](=[O:29])[C:22]3[CH:27]=[CH:26][CH:25]=[CH:24][CH:23]=3)=[CH:18][CH:19]=2)[CH2:11][CH2:12][NH:8][CH2:9]1. The catalyst class is: 19. (2) Reactant: [OH:1][CH:2]([CH:6]([N:13]([CH3:20])[C:14]1[CH:19]=[CH:18][CH:17]=[CH:16][CH:15]=1)[C:7]1[CH:12]=[CH:11][CH:10]=[CH:9][CH:8]=1)[C:3]([NH2:5])=O.B. Product: [NH2:5][CH2:3][CH:2]([OH:1])[CH:6]([N:13]([CH3:20])[C:14]1[CH:19]=[CH:18][CH:17]=[CH:16][CH:15]=1)[C:7]1[CH:12]=[CH:11][CH:10]=[CH:9][CH:8]=1. The catalyst class is: 7. (3) Reactant: C([O:3][C:4](=[O:17])[CH2:5][NH:6][C:7]([C:9]1[C:13]([CH3:14])=[C:12]([CH:15]=O)[NH:11][CH:10]=1)=[O:8])C.[OH-].[Na+].[CH3:20][NH:21][S:22]([C:25]1[CH:26]=[C:27]2[C:31](=[CH:32][CH:33]=1)[NH:30][C:29](=[O:34])[CH2:28]2)(=[O:24])=[O:23].N1CCCCC1. Product: [CH3:14][C:13]1[C:9]([C:7]([NH:6][CH2:5][C:4]([OH:3])=[O:17])=[O:8])=[CH:10][NH:11][C:12]=1[CH:15]=[C:28]1[C:27]2[C:31](=[CH:32][CH:33]=[C:25]([S:22](=[O:23])(=[O:24])[NH:21][CH3:20])[CH:26]=2)[NH:30][C:29]1=[O:34]. The catalyst class is: 645. (4) Reactant: [F:1][C:2]1[CH:29]=[CH:28][CH:27]=[C:26]([F:30])[C:3]=1[CH2:4][O:5][C:6]1[CH:7]=[CH:8][C:9]([CH3:25])=[C:10]([N:12]2[CH2:21][C:20]3[C:15](=[CH:16][C:17]([CH2:22]O)=[CH:18][CH:19]=3)[NH:14][C:13]2=[O:24])[CH:11]=1.C([N:33](CC)CC)C.CS(Cl)(=O)=O. Product: [NH2:33][CH2:22][C:17]1[CH:16]=[C:15]2[C:20]([CH2:21][N:12]([C:10]3[CH:11]=[C:6]([O:5][CH2:4][C:3]4[C:2]([F:1])=[CH:29][CH:28]=[CH:27][C:26]=4[F:30])[CH:7]=[CH:8][C:9]=3[CH3:25])[C:13](=[O:24])[NH:14]2)=[CH:19][CH:18]=1. The catalyst class is: 1.